This data is from TCR-epitope binding with 47,182 pairs between 192 epitopes and 23,139 TCRs. The task is: Binary Classification. Given a T-cell receptor sequence (or CDR3 region) and an epitope sequence, predict whether binding occurs between them. (1) The epitope is IYSKHTPINL. The TCR CDR3 sequence is CSVDLEANYGYTF. Result: 0 (the TCR does not bind to the epitope). (2) The epitope is GTSGSPIVNR. The TCR CDR3 sequence is CASTPGLWNTEAFF. Result: 1 (the TCR binds to the epitope). (3) The epitope is AVFDRKSDAK. The TCR CDR3 sequence is CASGEGGTTYEQYF. Result: 1 (the TCR binds to the epitope). (4) The epitope is RLRPGGKKK. The TCR CDR3 sequence is CASSLAGTSGVYNEQFF. Result: 0 (the TCR does not bind to the epitope). (5) The epitope is GVAMPNLYK. The TCR CDR3 sequence is CASSLDRVHEQYF. Result: 0 (the TCR does not bind to the epitope).